Dataset: Reaction yield outcomes from USPTO patents with 853,638 reactions. Task: Predict the reaction yield, written as a fraction of the theoretical maximum amount of product (1.0 means a 100% yield; for example, 0.34 means a 34% yield). (1) The reactants are B1([C:10]2[CH:15]=[CH:14][CH:13]=[C:12]([S:16]([NH2:19])(=[O:18])=[O:17])[CH:11]=2)OC(C)(C)C(C)(C)O1.I[C:21]1[C:29]2[C:24](=[N:25][CH:26]=[N:27][C:28]=2[NH2:30])[N:23]([CH:31]([CH3:33])[CH3:32])[N:22]=1.C([O-])([O-])=O.[Na+].[Na+]. The catalyst is CCO.COCCOC.C1C=CC([P]([Pd]([P](C2C=CC=CC=2)(C2C=CC=CC=2)C2C=CC=CC=2)([P](C2C=CC=CC=2)(C2C=CC=CC=2)C2C=CC=CC=2)[P](C2C=CC=CC=2)(C2C=CC=CC=2)C2C=CC=CC=2)(C2C=CC=CC=2)C2C=CC=CC=2)=CC=1. The product is [NH2:30][C:28]1[N:27]=[CH:26][N:25]=[C:24]2[N:23]([CH:31]([CH3:33])[CH3:32])[N:22]=[C:21]([C:10]3[CH:11]=[C:12]([S:16]([NH2:19])(=[O:17])=[O:18])[CH:13]=[CH:14][CH:15]=3)[C:29]=12. The yield is 0.280. (2) The reactants are [NH2:1][C:2]1[CH:6]=[C:5]([C:7]2[CH:12]=[CH:11][CH:10]=[CH:9][CH:8]=2)[Se:4][C:3]=1[C:13]([O:15][CH2:16][CH3:17])=[O:14].Cl.[N:19]([O-])=O.[Na+].C(=O)([O-])[O-].[K+].[K+].[CH3:29][NH:30][CH3:31]. The catalyst is O. The product is [CH3:29][N:30]([N:19]=[N:1][C:2]1[CH:6]=[C:5]([C:7]2[CH:12]=[CH:11][CH:10]=[CH:9][CH:8]=2)[Se:4][C:3]=1[C:13]([O:15][CH2:16][CH3:17])=[O:14])[CH3:31]. The yield is 0.440. (3) The reactants are N[N:2]1[C:10]2[C:5](=[CH:6][CH:7]=[CH:8][CH:9]=2)[CH2:4][CH2:3]1.O.[ClH:12].[NH:13]1[CH2:18][CH2:17][CH2:16][CH2:15][C:14]1=O. The catalyst is C(O)(C)C. The product is [ClH:12].[CH:8]1[CH:7]=[CH:6][C:5]2[CH2:4][CH2:3][N:2]3[C:10]=2[C:9]=1[C:17]1[CH2:18][NH:13][CH2:14][CH2:15][C:16]=13. The yield is 0.740. (4) The reactants are [CH:1]1([C:6]2[CH:7]=[C:8]3[N:13]([CH:14]=2)[CH2:12][CH2:11][CH2:10][CH2:9]3)[CH2:5][CH2:4][CH2:3][CH2:2]1.C1(C)C=CC=CC=1.[C:22](Cl)(=[O:26])[C:23]([Cl:25])=[O:24]. The catalyst is C1COCC1. The product is [CH:1]1([C:6]2[CH:7]=[C:8]3[N:13]([C:14]=2[C:22](=[O:26])[C:23]([Cl:25])=[O:24])[CH2:12][CH2:11][CH2:10][CH2:9]3)[CH2:2][CH2:3][CH2:4][CH2:5]1. The yield is 0.880. (5) The reactants are Br[CH2:2][CH2:3][CH2:4][N:5]1[C:9]2[CH:10]=[CH:11][C:12]([CH:14]=[O:15])=[CH:13][C:8]=2[N:7]=[N:6]1.[OH:16][C:17]([C:34]1[S:35][CH:36]=[CH:37][CH:38]=1)([C:29]1[S:30][CH:31]=[CH:32][CH:33]=1)[C:18]([O:20][C@H:21]1[CH2:26][CH2:25][C@H:24]([NH:27][CH3:28])[CH2:23][CH2:22]1)=[O:19].C(N(C(C)C)CC)(C)C. The catalyst is C(#N)C. The product is [OH:16][C:17]([C:29]1[S:30][CH:31]=[CH:32][CH:33]=1)([C:34]1[S:35][CH:36]=[CH:37][CH:38]=1)[C:18]([O:20][C@H:21]1[CH2:22][CH2:23][C@H:24]([N:27]([CH2:2][CH2:3][CH2:4][N:5]2[C:9]3[CH:10]=[CH:11][C:12]([CH:14]=[O:15])=[CH:13][C:8]=3[N:7]=[N:6]2)[CH3:28])[CH2:25][CH2:26]1)=[O:19]. The yield is 0.510. (6) The reactants are Cl[C:2]1[CH:3]=[C:4]([CH:9]=[CH:10][N:11]=1)[C:5]([O:7][CH3:8])=[O:6].[Cl-].[F:13][C:14]1[CH:15]=[C:16]([CH:19]=[CH:20][CH:21]=1)[CH2:17][Zn+]. The catalyst is C1COCC1.C1C=CC([P]([Pd]([P](C2C=CC=CC=2)(C2C=CC=CC=2)C2C=CC=CC=2)([P](C2C=CC=CC=2)(C2C=CC=CC=2)C2C=CC=CC=2)[P](C2C=CC=CC=2)(C2C=CC=CC=2)C2C=CC=CC=2)(C2C=CC=CC=2)C2C=CC=CC=2)=CC=1. The product is [F:13][C:14]1[CH:15]=[C:16]([CH:19]=[CH:20][CH:21]=1)[CH2:17][C:2]1[CH:3]=[C:4]([CH:9]=[CH:10][N:11]=1)[C:5]([O:7][CH3:8])=[O:6]. The yield is 0.850. (7) The reactants are [NH2:1][C:2]1[S:3][C:4]2[C:10]([C:11]3[CH:16]=[CH:15][CH:14]=[CH:13][CH:12]=3)=[CH:9][CH:8]=[C:7]([O:17][CH3:18])[C:5]=2[N:6]=1.[C:19]([N:27]=[C:28]=[S:29])(=[O:26])[C:20]1[CH:25]=[CH:24][CH:23]=[CH:22][CH:21]=1. The catalyst is O1CCOCC1. The product is [C:19]([NH:27][C:28]([NH:1][C:2]1[S:3][C:4]2[C:10]([C:11]3[CH:16]=[CH:15][CH:14]=[CH:13][CH:12]=3)=[CH:9][CH:8]=[C:7]([O:17][CH3:18])[C:5]=2[N:6]=1)=[S:29])(=[O:26])[C:20]1[CH:25]=[CH:24][CH:23]=[CH:22][CH:21]=1. The yield is 0.550.